This data is from Reaction yield outcomes from USPTO patents with 853,638 reactions. The task is: Predict the reaction yield, written as a fraction of the theoretical maximum amount of product (1.0 means a 100% yield; for example, 0.34 means a 34% yield). (1) The reactants are [Cl:1][C:2]1[C:3]([CH3:13])=[C:4]([I:12])[C:5]([OH:11])=[C:6]([C:8](=[O:10])[CH3:9])[CH:7]=1.S(OC)(O[CH3:18])(=O)=O.C(=O)([O-])[O-].[K+].[K+]. The catalyst is CC(C)=O. The product is [Cl:1][C:2]1[C:3]([CH3:13])=[C:4]([I:12])[C:5]([O:11][CH3:18])=[C:6]([C:8](=[O:10])[CH3:9])[CH:7]=1. The yield is 0.860. (2) The reactants are [I:1][C:2]1[C:6]([C:7]([O:9][CH2:10][CH3:11])=[O:8])=[CH:5][NH:4][N:3]=1.[O:12]1[CH:17]=[CH:16][CH2:15][CH2:14][CH2:13]1.CC1C=CC(S(O)(=O)=O)=CC=1. The catalyst is C1COCC1. The product is [I:1][C:2]1[C:6]([C:7]([O:9][CH2:10][CH3:11])=[O:8])=[CH:5][N:4]([CH:13]2[CH2:14][CH2:15][CH2:16][CH2:17][O:12]2)[N:3]=1. The yield is 0.910. (3) The reactants are [C:1]([NH:4][CH2:5][CH2:6][CH2:7][S:8]([O:11][CH2:12][C:13]([CH3:29])([CH3:28])[C@@H:14]([O:20]CC1C=CC=CC=1)[C:15]([O:17][CH2:18][CH3:19])=[O:16])(=[O:10])=[O:9])(=[O:3])[CH3:2]. The catalyst is C(O)C.[Pd]. The product is [C:1]([NH:4][CH2:5][CH2:6][CH2:7][S:8]([O:11][CH2:12][C:13]([CH3:28])([CH3:29])[C@@H:14]([OH:20])[C:15]([O:17][CH2:18][CH3:19])=[O:16])(=[O:9])=[O:10])(=[O:3])[CH3:2]. The yield is 0.610. (4) The reactants are [C:1]([C:3]1[CH:8]=[CH:7][CH:6]=[CH:5][C:4]=1[C:9]1[CH:14]=[CH:13][C:12]([CH2:15][C:16]2[C:17](=[O:39])[N:18]([CH2:28][C:29]3[CH:38]=[CH:37][C:32]([C:33](OC)=[O:34])=[CH:31][CH:30]=3)[C:19]3[N:20]([N:25]=[CH:26][N:27]=3)[C:21]=2[CH2:22][CH2:23][CH3:24])=[CH:11][CH:10]=1)#[N:2].[OH-].[Na+].O1CCCC1.Cl. The catalyst is CO. The product is [OH:34][CH2:33][C:32]1[CH:31]=[CH:30][C:29]([CH2:28][N:18]2[C:17](=[O:39])[C:16]([CH2:15][C:12]3[CH:13]=[CH:14][C:9]([C:4]4[C:3]([C:1]#[N:2])=[CH:8][CH:7]=[CH:6][CH:5]=4)=[CH:10][CH:11]=3)=[C:21]([CH2:22][CH2:23][CH3:24])[N:20]3[N:25]=[CH:26][N:27]=[C:19]23)=[CH:38][CH:37]=1. The yield is 0.700. (5) The reactants are [NH:1]1[CH:5]=[C:4]([CH:6]=O)[N:3]=[N:2]1.[CH3:8][C:9]([S:12]([NH2:14])=[O:13])([CH3:11])[CH3:10]. The catalyst is O1CCCC1.CC(C)[O-].CC(C)[O-].CC(C)[O-].CC(C)[O-].[Ti+4]. The product is [NH:1]1[CH:5]=[C:4]([CH:6]=[N:14][S:12]([C:9]([CH3:11])([CH3:10])[CH3:8])=[O:13])[N:3]=[N:2]1. The yield is 0.980. (6) The reactants are C(N(CC)CC)C.C1(P(C2C=CC=CC=2)C2C=CC=CC=2)C=CC=CC=1.[C:27]1([CH2:33][CH:34]([OH:38])[CH2:35][CH:36]=[CH2:37])[CH:32]=[CH:31][CH:30]=[CH:29][CH:28]=1.I[C:40]1[CH:49]=[CH:48][CH:47]=[CH:46][C:41]=1[C:42]([O:44][CH3:45])=[O:43]. The catalyst is O1CCOCC1.C([O-])(=O)C.[Pd+2].C([O-])(=O)C.CC(=O)OCC. The product is [OH:38][CH:34]([CH2:33][C:27]1[CH:32]=[CH:31][CH:30]=[CH:29][CH:28]=1)[CH2:35]/[CH:36]=[CH:37]/[C:40]1[CH:49]=[CH:48][CH:47]=[CH:46][C:41]=1[C:42]([O:44][CH3:45])=[O:43]. The yield is 0.560.